Dataset: Forward reaction prediction with 1.9M reactions from USPTO patents (1976-2016). Task: Predict the product of the given reaction. (1) The product is: [CH2:10]([O:9][CH2:8][C@H:7]([O:6][CH2:5][CH:4]([O:3][CH2:1][CH3:2])[O:20][CH2:21][CH3:22])[CH2:17]/[CH:18]=[CH:19]/[C:23]([O:27][CH3:28])=[O:26])[C:11]1[CH:16]=[CH:15][CH:14]=[CH:13][CH:12]=1. Given the reactants [CH2:1]([O:3][CH:4]([O:20][CH2:21][CH3:22])[CH2:5][O:6][C@H:7]([CH2:17][CH:18]=[CH2:19])[CH2:8][O:9][CH2:10][C:11]1[CH:16]=[CH:15][CH:14]=[CH:13][CH:12]=1)[CH3:2].[C:23]([O:27][CH3:28])(=[O:26])C=C, predict the reaction product. (2) Given the reactants [Cl:1][CH2:2][C:3]1C(C(O)=O)=CC=[CH:7][CH:8]=1.C(N1C=CN=C1)(N1C=CN=C1)=O.[CH3:24][C@@H:25]([C:28]([N:30]1[C@H:34]([C:35]([OH:37])=[O:36])[CH2:33][CH2:32][CH2:31]1)=[O:29])[CH2:26][SH:27].[CH2:38]1[CH2:42][O:41][CH2:40][CH2:39]1, predict the reaction product. The product is: [Cl:1][CH2:2][C:3]1[CH:40]=[CH:39][C:38]([C:42]([S:27][CH2:26][C@@H:25]([CH3:24])[C:28]([N:30]2[CH2:31][CH2:32][CH2:33][C@H:34]2[C:35]([OH:37])=[O:36])=[O:29])=[O:41])=[CH:7][CH:8]=1. (3) Given the reactants [F:1][C:2]1[C:14]([NH:15][CH2:16][C:17]2[CH:22]=[C:21]([C:23]3[CH:28]=[CH:27][CH:26]=[C:25]([F:29])[CH:24]=3)[CH:20]=[CH:19][C:18]=2[F:30])=[C:13]([F:31])[CH:12]=[CH:11][C:3]=1[O:4][CH2:5][C:6]([O:8]CC)=[O:7].O[Li].O.O, predict the reaction product. The product is: [F:1][C:2]1[C:14]([NH:15][CH2:16][C:17]2[CH:22]=[C:21]([C:23]3[CH:28]=[CH:27][CH:26]=[C:25]([F:29])[CH:24]=3)[CH:20]=[CH:19][C:18]=2[F:30])=[C:13]([F:31])[CH:12]=[CH:11][C:3]=1[O:4][CH2:5][C:6]([OH:8])=[O:7]. (4) Given the reactants [NH:1]1[CH2:6][CH2:5][CH:4]([OH:7])[CH2:3][CH2:2]1.O=[C:9]1[CH2:13][CH2:12][N:11]([C:14]([O:16][C:17]([CH3:20])([CH3:19])[CH3:18])=[O:15])[CH2:10]1.[C:21]([Al](CC)CC)#[N:22], predict the reaction product. The product is: [C:21]([C:9]1([N:1]2[CH2:6][CH2:5][CH:4]([OH:7])[CH2:3][CH2:2]2)[CH2:13][CH2:12][N:11]([C:14]([O:16][C:17]([CH3:20])([CH3:19])[CH3:18])=[O:15])[CH2:10]1)#[N:22]. (5) Given the reactants [CH3:1][N:2]1[C:11]2[C:6](=[CH:7][CH:8]=[CH:9][N:10]=2)[CH:5]=[C:4]([C:12]([O:14]C2CCCC(=O)C=2)=O)[C:3]1=[O:22].[CH2:23](N(CC)CC)[CH3:24].C[C:31]([CH3:35])([OH:34])[C:32]#N.[C:36](=[O:39])([O-])O.[Na+], predict the reaction product. The product is: [OH:39][C:36]1[CH2:24][CH2:23][CH2:35][C:31](=[O:34])[C:32]=1[C:12]([C:4]1[C:3](=[O:22])[N:2]([CH3:1])[C:11]2[C:6]([CH:5]=1)=[CH:7][CH:8]=[CH:9][N:10]=2)=[O:14].